From a dataset of Peptide-MHC class I binding affinity with 185,985 pairs from IEDB/IMGT. Regression. Given a peptide amino acid sequence and an MHC pseudo amino acid sequence, predict their binding affinity value. This is MHC class I binding data. (1) The peptide sequence is TMPELAWAV. The MHC is HLA-A31:01 with pseudo-sequence HLA-A31:01. The binding affinity (normalized) is 0.0847. (2) The peptide sequence is RPAPARLPL. The MHC is HLA-A31:01 with pseudo-sequence HLA-A31:01. The binding affinity (normalized) is 0.0847. (3) The peptide sequence is KSNGAQQWL. The MHC is HLA-A03:01 with pseudo-sequence HLA-A03:01. The binding affinity (normalized) is 0.0847. (4) The peptide sequence is SLYSGFPSL. The MHC is HLA-A02:01 with pseudo-sequence HLA-A02:01. The binding affinity (normalized) is 1.00. (5) The MHC is HLA-A02:02 with pseudo-sequence HLA-A02:02. The peptide sequence is MIYDLNAVTT. The binding affinity (normalized) is 0.372.